From a dataset of Full USPTO retrosynthesis dataset with 1.9M reactions from patents (1976-2016). Predict the reactants needed to synthesize the given product. (1) Given the product [O:17]=[C:16]1[NH:15][N:14]=[C:13]([CH2:18][CH2:19][CH3:20])/[C:12]/1=[C:4]1/[NH:5][C:6]2[C:11]([C:2]([NH:21][C:22]3[CH:23]=[C:24]4[C:28](=[CH:29][CH:30]=3)[NH:27][NH:26][C:25]4=[O:45])=[CH:3]/1)=[CH:10][CH:9]=[CH:8][CH:7]=2, predict the reactants needed to synthesize it. The reactants are: Cl[C:2]1[C:11]2[C:6](=[CH:7][CH:8]=[CH:9][CH:10]=2)[NH:5]/[C:4](=[C:12]2/[C:13]([CH2:18][CH2:19][CH3:20])=[N:14][NH:15][C:16]/2=[O:17])/[CH:3]=1.[NH2:21][C:22]1[CH:23]=[C:24]2[C:28](=[CH:29][CH:30]=1)[N:27](C(OC(C)(C)C)=O)[N:26](C(OC(C)(C)C)=O)[C:25]2=[O:45]. (2) Given the product [Cl:1][C:2]1[CH:10]=[CH:9][C:8]([CH2:16][NH:15][C:13](=[O:14])[C:12]([F:19])([F:18])[F:11])=[CH:7][C:3]=1[C:4]([OH:6])=[O:5], predict the reactants needed to synthesize it. The reactants are: [Cl:1][C:2]1[CH:10]=[CH:9][CH:8]=[CH:7][C:3]=1[C:4]([OH:6])=[O:5].[F:11][C:12]([F:19])([F:18])[C:13]([NH:15][CH2:16]O)=[O:14]. (3) Given the product [C:1]([O:5][C:6](=[O:16])[NH:7][C:8]1[CH:13]=[CH:12][C:11]([CH3:14])=[C:10]([O:15][C:18]2[CH:23]=[N:22][C:21]([N+:24]([O-:26])=[O:25])=[CH:20][CH:19]=2)[CH:9]=1)([CH3:4])([CH3:2])[CH3:3], predict the reactants needed to synthesize it. The reactants are: [C:1]([O:5][C:6](=[O:16])[NH:7][C:8]1[CH:13]=[CH:12][C:11]([CH3:14])=[C:10]([OH:15])[CH:9]=1)([CH3:4])([CH3:3])[CH3:2].Br[C:18]1[CH:19]=[CH:20][C:21]([N+:24]([O-:26])=[O:25])=[N:22][CH:23]=1.C(=O)([O-])[O-].[Cs+].[Cs+].CN(C)C=O. (4) Given the product [Br:7][C:8]1[CH:13]=[N:12][C:11]2[C:14](=[O:16])[NH:2][CH:1]=[CH:17][C:10]=2[CH:9]=1, predict the reactants needed to synthesize it. The reactants are: [CH3:1][N:2](C)/C=N/[H].[Br:7][C:8]1[CH:9]=[C:10]([CH3:17])[C:11]([C:14]([OH:16])=O)=[N:12][CH:13]=1.CC([O-])(C)C.[K+].Cl.